Dataset: Forward reaction prediction with 1.9M reactions from USPTO patents (1976-2016). Task: Predict the product of the given reaction. Given the reactants [OH:1][C:2]1[CH:7]=[CH:6][N:5]=[CH:4][CH:3]=1.Cl[CH2:9][C:10]#[N:11].C(=O)([O-])[O-].[K+].[K+], predict the reaction product. The product is: [OH:1][CH:2]1[CH2:7][CH2:6][N:5]([CH2:9][C:10]#[N:11])[CH2:4][CH2:3]1.